From a dataset of Full USPTO retrosynthesis dataset with 1.9M reactions from patents (1976-2016). Predict the reactants needed to synthesize the given product. (1) Given the product [CH:39]1([NH:38][C:34]2[C:33]([CH3:48])=[N:32][C:31]([C:51]3[CH:52]=[CH:53][C:54]([O:56][CH3:57])=[CH:55][C:50]=3[CH3:49])=[C:36]([CH3:37])[N:35]=2)[C:47]2[C:42](=[CH:43][CH:44]=[CH:45][CH:46]=2)[CH2:41][CH2:40]1, predict the reactants needed to synthesize it. The reactants are: ClC1C=C(Cl)C=CC=1C1N=C(CC)C(N[C@@H]2C3C(=CC=CC=3)C[C@@H]2O)=NC=1CC.Br[C:31]1[N:32]=[C:33]([CH3:48])[C:34]([NH:38][CH:39]2[C:47]3[C:42](=[CH:43][CH:44]=[CH:45][CH:46]=3)[CH2:41][CH2:40]2)=[N:35][C:36]=1[CH3:37].[CH3:49][C:50]1[CH:55]=[C:54]([O:56][CH3:57])[CH:53]=[CH:52][C:51]=1B(O)O. (2) The reactants are: [N+](C1C=NNC=1)([O-])=O.C1(P(C2C=CC=CC=2)C2C=CC=CC=2)C=CC=CC=1.N(C(OC(C)C)=O)=NC(OC(C)C)=O.[CH3:42][N:43]([CH3:60])[CH2:44][CH:45]([N:52]1[CH:56]=[C:55]([N+:57]([O-])=O)[CH:54]=[N:53]1)[C:46]1[CH:51]=[CH:50][CH:49]=[CH:48][CH:47]=1.[N+](C1C=CNN=1)([O-])=O. Given the product [CH3:42][N:43]([CH3:60])[CH2:44][CH:45]([N:52]1[CH:56]=[C:55]([NH2:57])[CH:54]=[N:53]1)[C:46]1[CH:51]=[CH:50][CH:49]=[CH:48][CH:47]=1, predict the reactants needed to synthesize it. (3) Given the product [Si:17]([O:10][CH2:9][CH:8]([S:7][C:4]1[S:3][C:2]([NH2:1])=[N:6][CH:5]=1)[CH3:11])([C:20]([CH3:23])([CH3:22])[CH3:21])([CH3:19])[CH3:18], predict the reactants needed to synthesize it. The reactants are: [NH2:1][C:2]1[S:3][C:4]([S:7][CH:8]([CH3:11])[CH2:9][OH:10])=[CH:5][N:6]=1.N1C=CN=C1.[Si:17](Cl)([C:20]([CH3:23])([CH3:22])[CH3:21])([CH3:19])[CH3:18]. (4) Given the product [CH3:1][O:2][C:3]1[CH:4]=[N:5][C:6]2[C:11]([CH:12]=1)=[CH:10][C:9]([O:13][CH2:28][CH2:27][N:24]1[CH2:23][CH2:22][CH:21]([NH:20][C:19]([C:38]3[CH:37]=[C:36]([C:32]4[S:31][CH:35]=[CH:34][CH:33]=4)[O:40][N:39]=3)=[O:30])[CH2:26][CH2:25]1)=[CH:8][CH:7]=2, predict the reactants needed to synthesize it. The reactants are: [CH3:1][O:2][C:3]1[CH:4]=[N:5][C:6]2[C:11]([CH:12]=1)=[CH:10][C:9]([OH:13])=[CH:8][CH:7]=2.C(O[C:19](=[O:30])[NH:20][CH:21]1[CH2:26][CH2:25][N:24]([CH2:27][CH2:28]O)[CH2:23][CH2:22]1)(C)(C)C.[S:31]1[CH:35]=[CH:34][CH:33]=[C:32]1[C:36]1[O:40][N:39]=[C:38](C(O)=O)[CH:37]=1.